From a dataset of Forward reaction prediction with 1.9M reactions from USPTO patents (1976-2016). Predict the product of the given reaction. (1) Given the reactants [F:1][C:2]1[CH:11]=[CH:10][CH:9]=[C:8]2[C:3]=1[CH:4]=[CH:5][CH:6]=[C:7]2[CH2:12][C:13]([O:15]CC)=[O:14].[OH-].[Na+], predict the reaction product. The product is: [F:1][C:2]1[CH:11]=[CH:10][CH:9]=[C:8]2[C:3]=1[CH:4]=[CH:5][CH:6]=[C:7]2[CH2:12][C:13]([OH:15])=[O:14]. (2) Given the reactants C[O:2][C:3]1[CH:4]=[C:5]2[C:10](=[CH:11][CH:12]=1)[CH2:9][NH:8][CH2:7][CH2:6]2.Br.C1C2C(=CC(O)=CC=2)CCN1.[CH3:25][C:26]([O:29][C:30](O[C:30]([O:29][C:26]([CH3:28])([CH3:27])[CH3:25])=[O:31])=[O:31])([CH3:28])[CH3:27], predict the reaction product. The product is: [C:26]([O:29][C:30]([N:8]1[CH2:7][CH2:6][C:5]2[C:10](=[CH:11][CH:12]=[C:3]([OH:2])[CH:4]=2)[CH2:9]1)=[O:31])([CH3:28])([CH3:27])[CH3:25]. (3) Given the reactants [CH2:1]([NH:3][C:4]1[CH:9]=[C:8]([O:10][CH3:11])[CH:7]=[CH:6][C:5]=1[C@@H:12]1[CH2:21][CH2:20][C:19]2[CH:18]=[C:17]([O:22]C(=O)C(C)(C)C)[CH:16]=[CH:15][C:14]=2[CH2:13]1)[CH3:2].[CH:29]([C:31]1[CH:49]=[CH:48][C:34]([O:35][CH2:36][C:37]([NH:40]C(=O)OC(C)(C)C)([CH3:39])[CH3:38])=[CH:33][CH:32]=1)=O, predict the reaction product. The product is: [NH2:40][C:37]([CH3:39])([CH3:38])[CH2:36][O:35][C:34]1[CH:48]=[CH:49][C:31]([CH2:29][CH2:2][CH2:1][NH:3][C:4]2[CH:9]=[C:8]([O:10][CH3:11])[CH:7]=[CH:6][C:5]=2[C@@H:12]2[CH2:21][CH2:20][C:19]3[CH:18]=[C:17]([OH:22])[CH:16]=[CH:15][C:14]=3[CH2:13]2)=[CH:32][CH:33]=1. (4) Given the reactants [CH3:1][O:2][C:3]1[CH:4]=[C:5]2[C:10](=[CH:11][C:12]=1[O:13][CH3:14])[N:9]=[CH:8][N:7]=[C:6]2[O:15][C:16]1[CH:22]=[CH:21][C:19]([NH2:20])=[CH:18][CH:17]=1.C1(C)C=CC=CC=1.C(N(CC)CC)C.ClC(Cl)(O[C:41](=[O:47])[O:42][C:43](Cl)(Cl)Cl)Cl.[CH3:49][O:50][C:51]1[CH:61]=[CH:60][CH:59]=[CH:58][C:52]=1[O:53][CH2:54][CH2:55]CO, predict the reaction product. The product is: [CH3:1][O:2][C:3]1[CH:4]=[C:5]2[C:10](=[CH:11][C:12]=1[O:13][CH3:14])[N:9]=[CH:8][N:7]=[C:6]2[O:15][C:16]1[CH:22]=[CH:21][C:19]([NH:20][C:41](=[O:47])[O:42][CH2:43][CH2:55][CH2:54][O:53][C:52]2[CH:58]=[CH:59][CH:60]=[CH:61][C:51]=2[O:50][CH3:49])=[CH:18][CH:17]=1. (5) Given the reactants [F:1][C:2]1[CH:3]=[CH:4][C:5](I)=[N:6][CH:7]=1.Br[C:10]([F:17])([F:16])[C:11]([O:13][CH2:14][CH3:15])=[O:12].C(=O)(O)[O-].[Na+], predict the reaction product. The product is: [F:16][C:10]([F:17])([C:5]1[CH:4]=[CH:3][C:2]([F:1])=[CH:7][N:6]=1)[C:11]([O:13][CH2:14][CH3:15])=[O:12].